This data is from NCI-60 drug combinations with 297,098 pairs across 59 cell lines. The task is: Regression. Given two drug SMILES strings and cell line genomic features, predict the synergy score measuring deviation from expected non-interaction effect. (1) Drug 1: CCC1(CC2CC(C3=C(CCN(C2)C1)C4=CC=CC=C4N3)(C5=C(C=C6C(=C5)C78CCN9C7C(C=CC9)(C(C(C8N6C=O)(C(=O)OC)O)OC(=O)C)CC)OC)C(=O)OC)O.OS(=O)(=O)O. Drug 2: CC1=C(C=C(C=C1)C(=O)NC2=CC(=CC(=C2)C(F)(F)F)N3C=C(N=C3)C)NC4=NC=CC(=N4)C5=CN=CC=C5. Cell line: MCF7. Synergy scores: CSS=27.2, Synergy_ZIP=2.09, Synergy_Bliss=5.65, Synergy_Loewe=-3.29, Synergy_HSA=5.87. (2) Drug 1: C1=CC(=CC=C1CC(C(=O)O)N)N(CCCl)CCCl.Cl. Drug 2: C1C(C(OC1N2C=C(C(=O)NC2=O)F)CO)O. Cell line: RXF 393. Synergy scores: CSS=26.5, Synergy_ZIP=-6.22, Synergy_Bliss=-0.821, Synergy_Loewe=-30.0, Synergy_HSA=-0.0518. (3) Drug 1: CC(CN1CC(=O)NC(=O)C1)N2CC(=O)NC(=O)C2. Drug 2: N.N.Cl[Pt+2]Cl. Cell line: T-47D. Synergy scores: CSS=5.32, Synergy_ZIP=-1.09, Synergy_Bliss=-2.44, Synergy_Loewe=-3.15, Synergy_HSA=-3.10.